This data is from Full USPTO retrosynthesis dataset with 1.9M reactions from patents (1976-2016). The task is: Predict the reactants needed to synthesize the given product. (1) Given the product [NH2:9][C:8]1[CH:7]=[CH:6][C:5]([N:12]2[CH2:17][CH2:16][N:15]([C:18]([CH3:21])([CH3:22])[CH2:19][OH:20])[CH2:14][CH2:13]2)=[CH:4][C:3]=1[O:2][CH3:1], predict the reactants needed to synthesize it. The reactants are: [CH3:1][O:2][C:3]1[CH:4]=[C:5]([N:12]2[CH2:17][CH2:16][N:15]([C:18]([CH3:22])([CH3:21])[CH2:19][OH:20])[CH2:14][CH2:13]2)[CH:6]=[CH:7][C:8]=1[N+:9]([O-])=O. (2) Given the product [Cl:1][C:2]1[N:3]=[CH:4][C:5]([CH2:8][NH:23][CH:20]2[CH2:19][CH2:18][N:17]([C:15]([O:14][C:10]([CH3:13])([CH3:12])[CH3:11])=[O:16])[CH2:22][CH2:21]2)=[CH:6][CH:7]=1, predict the reactants needed to synthesize it. The reactants are: [Cl:1][C:2]1[CH:7]=[CH:6][C:5]([CH2:8]Cl)=[CH:4][N:3]=1.[C:10]([O:14][C:15]([N:17]1[CH2:22][CH2:21][CH:20]([NH2:23])[CH2:19][CH2:18]1)=[O:16])([CH3:13])([CH3:12])[CH3:11].C(N(CC)C(C)C)(C)C. (3) Given the product [Cl:1][C:2]1[CH:18]=[CH:17][C:5]2[CH2:6][CH2:7][NH:8][CH2:9][CH2:10][C:4]=2[C:3]=1[C:19]([O:21][CH2:22][CH3:23])=[O:20], predict the reactants needed to synthesize it. The reactants are: [Cl:1][C:2]1[CH:18]=[CH:17][C:5]2[CH2:6][CH2:7][N:8](C(=O)C(F)(F)F)[CH2:9][CH2:10][C:4]=2[C:3]=1[C:19]([O:21][CH2:22][CH3:23])=[O:20].C(=O)([O-])[O-].[K+].[K+]. (4) Given the product [OH:1][B:2]1[C:6]2[CH:7]=[CH:8][C:9]([O:11][C:12]3[CH:19]=[C:18]([O:20][CH2:21][CH2:22][OH:23])[C:15]([C:16]#[N:17])=[CH:14][N:13]=3)=[CH:10][C:5]=2[CH2:4][O:3]1, predict the reactants needed to synthesize it. The reactants are: [OH:1][B:2]1[C:6]2[CH:7]=[CH:8][C:9]([O:11][C:12]3[CH:19]=[C:18]([O:20][CH2:21][CH2:22][O:23]C4CCCCO4)[C:15]([C:16]#[N:17])=[CH:14][N:13]=3)=[CH:10][C:5]=2[CH2:4][O:3]1.Cl.CCOCC. (5) Given the product [F:28][C:29]1[CH:34]=[CH:33][C:32]([NH:35][C:36]2[N:37]([CH3:58])[C:38]3[C:47]4[C:46](=[O:48])[NH:45][C:44]([CH:49]=[CH:50][CH2:51][N:5]5[CH2:6][CH2:7][P:2]([CH3:1])(=[O:8])[CH2:3][CH2:4]5)=[C:43]([CH3:56])[C:42]=4[CH:41]=[CH:40][C:39]=3[N:57]=2)=[C:31]([CH3:59])[CH:30]=1, predict the reactants needed to synthesize it. The reactants are: [CH3:1][P:2]1(=[O:8])[CH2:7][CH2:6][NH:5][CH2:4][CH2:3]1.C1(P(C2C=CC=CC=2)C2C=CC=CC=2)C=CC=CC=1.[F:28][C:29]1[CH:34]=[CH:33][C:32]([NH:35][C:36]2[N:37]([CH3:58])[C:38]3[C:47]4[C:46](=[O:48])[NH:45][C:44]([CH:49](OC(=O)C)[CH:50]=[CH2:51])=[C:43]([CH3:56])[C:42]=4[CH:41]=[CH:40][C:39]=3[N:57]=2)=[C:31]([CH3:59])[CH:30]=1.C([O-])(=O)C. (6) The reactants are: Cl[C:2]1[C:11]2[C:6](=[CH:7][C:8]([O:12][CH3:13])=[CH:9][CH:10]=2)[CH:5]=[C:4]([NH:14][C:15]2[CH:19]=[C:18]([CH3:20])[NH:17][N:16]=2)[N:3]=1.[F:21][C:22]1[CH:23]=[C:24](B(O)O)[CH:25]=[CH:26][C:27]=1[F:28]. Given the product [F:21][C:22]1[CH:23]=[C:24]([C:2]2[C:11]3[C:6](=[CH:7][C:8]([O:12][CH3:13])=[CH:9][CH:10]=3)[CH:5]=[C:4]([NH:14][C:15]3[CH:19]=[C:18]([CH3:20])[NH:17][N:16]=3)[N:3]=2)[CH:25]=[CH:26][C:27]=1[F:28], predict the reactants needed to synthesize it.